This data is from Full USPTO retrosynthesis dataset with 1.9M reactions from patents (1976-2016). The task is: Predict the reactants needed to synthesize the given product. Given the product [Cl:16][C:12]1[CH:11]=[C:10]([C@H:8]([CH:7]([C:17]2[CH:22]=[CH:21][C:20]([Cl:23])=[CH:19][CH:18]=2)[OH:6])[CH2:9][C@:4]([CH3:25])([CH2:1][CH:2]=[CH2:3])[C:5]([NH:26][C@@H:27]([CH:30]2[CH2:32][CH2:31]2)[CH2:28][OH:29])=[O:24])[CH:15]=[CH:14][CH:13]=1, predict the reactants needed to synthesize it. The reactants are: [CH2:1]([C@@:4]1([CH3:25])[CH2:9][C@H:8]([C:10]2[CH:15]=[CH:14][CH:13]=[C:12]([Cl:16])[CH:11]=2)[C@H:7]([C:17]2[CH:22]=[CH:21][C:20]([Cl:23])=[CH:19][CH:18]=2)[O:6][C:5]1=[O:24])[CH:2]=[CH2:3].[NH2:26][C@@H:27]([CH:30]1[CH2:32][CH2:31]1)[CH2:28][OH:29].Cl.